Task: Predict the reaction yield, written as a fraction of the theoretical maximum amount of product (1.0 means a 100% yield; for example, 0.34 means a 34% yield).. Dataset: Buchwald-Hartwig C-N cross coupling reaction yields with 55,370 reactions The reactants are COc1ccc(I)cc1.Cc1ccc(N)cc1.O=S(=O)(O[Pd]1c2ccccc2-c2ccccc2N~1)C(F)(F)F.COc1ccc(OC)c(P(C(C)(C)C)C(C)(C)C)c1-c1c(C(C)C)cc(C(C)C)cc1C(C)C.CN(C)C(=NC(C)(C)C)N(C)C.CCOC(=O)c1cnoc1. No catalyst specified. The product is COc1ccc(Nc2ccc(C)cc2)cc1. The yield is 0.0204.